Dataset: Full USPTO retrosynthesis dataset with 1.9M reactions from patents (1976-2016). Task: Predict the reactants needed to synthesize the given product. (1) Given the product [Cl:26][C:18]1[CH:19]=[C:20]([CH:23]([CH3:25])[CH3:24])[CH:21]=[CH:22][C:17]=1[CH:16]=[CH:15][C:14]1[C:10]([C:8]([OH:9])=[O:7])=[C:11]([N:27]2[C:35](=[O:36])[C:34]3[C:29](=[CH:30][CH:31]=[CH:32][CH:33]=3)[C:28]2=[O:37])[S:12][CH:13]=1, predict the reactants needed to synthesize it. The reactants are: [OH-].[Na+].CO.C([O:7][C:8]([C:10]1[C:14]([CH:15]=[CH:16][C:17]2[CH:22]=[CH:21][C:20]([CH:23]([CH3:25])[CH3:24])=[CH:19][C:18]=2[Cl:26])=[CH:13][S:12][C:11]=1[N:27]1[C:35](=[O:36])[C:34]2[C:29](=[CH:30][CH:31]=[CH:32][CH:33]=2)[C:28]1=[O:37])=[O:9])C.Cl. (2) Given the product [CH3:30][O:29][C:27]([C:17]1[CH:18]([C:19]2[CH:20]=[CH:21][C:22]([C:25]#[N:26])=[CH:23][CH:24]=2)[N:13]2[C:11](=[O:12])[N:42]([CH2:35][C:36]3[CH:41]=[CH:40][CH:39]=[CH:38][CH:37]=3)[N:43]=[C:14]2[NH:15][C:16]=1[CH3:31])=[O:28], predict the reactants needed to synthesize it. The reactants are: [N+](C1C=CC(O[C:11]([N:13]2[CH:18]([C:19]3[CH:24]=[CH:23][C:22]([C:25]#[N:26])=[CH:21][CH:20]=3)[C:17]([C:27]([O:29][CH3:30])=[O:28])=[C:16]([CH3:31])[N:15]=[C:14]2OC)=[O:12])=CC=1)([O-])=O.Cl.[CH2:35]([NH:42][NH2:43])[C:36]1[CH:41]=[CH:40][CH:39]=[CH:38][CH:37]=1.CCN(CC)CC. (3) Given the product [C:31]([O:30][C:28]([N:6]1[CH2:7][CH:8]([N:10]([CH2:19][C:20]2[CH:25]=[CH:24][C:23]([F:26])=[CH:22][C:21]=2[F:27])[C:11]([O:13][CH2:14][C:15]([Cl:17])([Cl:16])[Cl:18])=[O:12])[CH2:9][CH:5]1[C:3]([OH:4])=[O:2])=[O:29])([CH3:34])([CH3:32])[CH3:33], predict the reactants needed to synthesize it. The reactants are: C[O:2][C:3]([CH:5]1[CH2:9][CH:8]([N:10]([CH2:19][C:20]2[CH:25]=[CH:24][C:23]([F:26])=[CH:22][C:21]=2[F:27])[C:11]([O:13][CH2:14][C:15]([Cl:18])([Cl:17])[Cl:16])=[O:12])[CH2:7][N:6]1[C:28]([O:30][C:31]([CH3:34])([CH3:33])[CH3:32])=[O:29])=[O:4].[Li+].[OH-]. (4) Given the product [CH2:25]([O:27][C:28]([C:30]1[C:39](=[O:40])[C:38]2[C:33](=[C:34]([C:24]#[C:23][CH2:22][C@H:9]3[C@H:10]([CH2:13][NH:14][C:15]([O:17][C:18]([CH3:21])([CH3:20])[CH3:19])=[O:16])[CH2:11][CH2:12][N:8]3[C:6]([O:5][C:1]([CH3:3])([CH3:2])[CH3:4])=[O:7])[C:35]([F:42])=[C:36]([F:41])[CH:37]=2)[N:32]([CH:51]2[CH2:52][CH2:53]2)[CH:31]=1)=[O:29])[CH3:26], predict the reactants needed to synthesize it. The reactants are: [C:1]([O:5][C:6]([N:8]1[CH2:12][CH2:11][C@@H:10]([CH2:13][NH:14][C:15]([O:17][C:18]([CH3:21])([CH3:20])[CH3:19])=[O:16])[C@@H:9]1[CH2:22][C:23]#[CH:24])=[O:7])([CH3:4])([CH3:3])[CH3:2].[CH2:25]([O:27][C:28]([C:30]1[C:39](=[O:40])[C:38]2[C:33](=[C:34](OS(C(F)(F)F)(=O)=O)[C:35]([F:42])=[C:36]([F:41])[CH:37]=2)[N:32]([CH:51]2[CH2:53][CH2:52]2)[CH:31]=1)=[O:29])[CH3:26].C1(P(C2C=CC=CC=2)C2C=CC=CC=2)C=CC=CC=1.C(N(CC)C(C)C)(C)C. (5) Given the product [CH3:1][O:2][C:3]1[CH:40]=[CH:39][CH:38]=[CH:37][C:4]=1[CH2:5][O:6][CH2:7][CH2:8][CH2:9][O:10][C:11]1[CH:12]=[CH:13][C:14]([CH:17]2[CH2:22][CH2:21][NH:20][CH2:19][CH:18]2[O:23][CH2:24][C:25]2[CH:26]=[CH:27][CH:28]=[C:29]3[C:33]=2[NH:32][CH2:31][C:30]3([CH3:36])[CH3:35])=[CH:15][CH:16]=1, predict the reactants needed to synthesize it. The reactants are: [CH3:1][O:2][C:3]1[CH:40]=[CH:39][CH:38]=[CH:37][C:4]=1[CH2:5][O:6][CH2:7][CH2:8][CH2:9][O:10][C:11]1[CH:16]=[CH:15][C:14]([CH:17]2[CH2:22][CH2:21][NH:20][CH2:19][CH:18]2[O:23][CH2:24][C:25]2[CH:26]=[CH:27][CH:28]=[C:29]3[C:33]=2[NH:32][C:31](=O)[C:30]3([CH3:36])[CH3:35])=[CH:13][CH:12]=1.COCCO[AlH2-]OCCOC.[Na+].[OH-].[Na+]. (6) Given the product [CH:4]1([S:7]([C:10]2[CH:15]=[CH:14][C:13](/[C:16](=[CH:22]\[CH:23]3[CH2:24][CH2:25][O:26][CH2:27][CH2:28]3)/[C:17]([OH:19])=[O:18])=[CH:12][CH:11]=2)(=[O:9])=[O:8])[CH2:6][CH2:5]1, predict the reactants needed to synthesize it. The reactants are: O.[OH-].[Na+].[CH:4]1([S:7]([C:10]2[CH:15]=[CH:14][C:13]([C:16](=[CH:22][CH:23]3[CH2:28][CH2:27][O:26][CH2:25][CH2:24]3)[C:17]([O:19]CC)=[O:18])=[CH:12][CH:11]=2)(=[O:9])=[O:8])[CH2:6][CH2:5]1.